Dataset: Forward reaction prediction with 1.9M reactions from USPTO patents (1976-2016). Task: Predict the product of the given reaction. (1) Given the reactants Cl[C:2]1[CH:7]=[CH:6][N:5]=[C:4]2[CH:8]=[C:9]([C:11]3[N:15]([CH3:16])[CH:14]=[N:13][CH:12]=3)[S:10][C:3]=12.[F:17][C:18]1[CH:23]=[C:22]([N+:24]([O-:26])=[O:25])[CH:21]=[CH:20][C:19]=1[OH:27].C([O-])([O-])=O.[K+].[K+].C(Cl)Cl, predict the reaction product. The product is: [F:17][C:18]1[CH:23]=[C:22]([N+:24]([O-:26])=[O:25])[CH:21]=[CH:20][C:19]=1[O:27][C:2]1[CH:7]=[CH:6][N:5]=[C:4]2[CH:8]=[C:9]([C:11]3[N:15]([CH3:16])[CH:14]=[N:13][CH:12]=3)[S:10][C:3]=12. (2) Given the reactants [Br:1][C:2]1[CH:3]=[C:4]([C:8]([C:10]2[CH:15]=[CH:14][CH:13]=[C:12]([O:16][CH3:17])[CH:11]=2)=O)[CH:5]=[CH:6][CH:7]=1.[C-:18]#[N:19].[K+].[C:21]([NH2:24])(=[O:23])C.Cl.[C-]#N.[NH4+].[C-]#N.[OH2:31], predict the reaction product. The product is: [Br:1][C:2]1[CH:3]=[C:4]([C:8]2([C:10]3[CH:15]=[CH:14][CH:13]=[C:12]([O:16][CH3:17])[CH:11]=3)[NH:24][C:21](=[O:23])[NH:19][C:18]2=[O:31])[CH:5]=[CH:6][CH:7]=1. (3) Given the reactants C([N:8]1[CH2:12][C@@H:11]([C:13]2[CH:18]=[CH:17][C:16]([Cl:19])=[CH:15][CH:14]=2)[C@H:10]([N:20]([CH2:31][CH3:32])[C:21](=[O:30])[O:22][C:23]2[CH:28]=[CH:27][C:26]([F:29])=[CH:25][CH:24]=2)[CH2:9]1)C1C=CC=CC=1.CCN(C(C)C)C(C)C.ClC(OC(Cl)C)=O, predict the reaction product. The product is: [F:29][C:26]1[CH:27]=[CH:28][C:23]([O:22][C:21](=[O:30])[N:20]([C@H:10]2[C@H:11]([C:13]3[CH:14]=[CH:15][C:16]([Cl:19])=[CH:17][CH:18]=3)[CH2:12][NH:8][CH2:9]2)[CH2:31][CH3:32])=[CH:24][CH:25]=1. (4) Given the reactants [CH3:1][C:2]1[CH:9]=[CH:8][C:5]([C:6]#[N:7])=[C:4]([NH:10][C:11]2[CH:16]=[CH:15][CH:14]=[CH:13][C:12]=2[N+:17]([O-])=O)[CH:3]=1.O.O.[Sn](Cl)[Cl:23].Cl, predict the reaction product. The product is: [ClH:23].[CH3:1][C:2]1[CH:9]=[CH:8][C:5]2[C:6]([NH2:7])=[N:17][C:12]3[CH:13]=[CH:14][CH:15]=[CH:16][C:11]=3[NH:10][C:4]=2[CH:3]=1. (5) Given the reactants [F:1][C:2]1[CH:7]=[CH:6][C:5]([CH2:8][OH:9])=[CH:4][CH:3]=1.N1C=CN=C1.[C:15]([Si:19](Cl)([CH3:21])[CH3:20])([CH3:18])([CH3:17])[CH3:16], predict the reaction product. The product is: [C:15]([Si:19]([O:9][CH2:8][C:5]1[CH:6]=[CH:7][C:2]([F:1])=[CH:3][CH:4]=1)([CH3:21])[CH3:20])([CH3:18])([CH3:17])[CH3:16]. (6) Given the reactants Br[C:2]1[CH:3]=[C:4]([CH:11]=[CH:12][N:13]=1)[C:5]([N:7]([O:9][CH3:10])[CH3:8])=[O:6].[OH:14][CH2:15][C:16]1[CH:21]=[CH:20][C:19](B(O)O)=[CH:18][CH:17]=1, predict the reaction product. The product is: [OH:14][CH2:15][C:16]1[CH:21]=[CH:20][C:19]([C:2]2[CH:3]=[C:4]([CH:11]=[CH:12][N:13]=2)[C:5]([N:7]([O:9][CH3:10])[CH3:8])=[O:6])=[CH:18][CH:17]=1. (7) Given the reactants [OH:1][C:2]1[CH:3]=[C:4]2[C:8](=[CH:9][CH:10]=1)[N:7]([CH:11]1[CH2:16][CH2:15][CH2:14][CH2:13][O:12]1)[N:6]=[C:5]2[CH:17]=[O:18].C([O-])([O-])=O.[Cs+].[Cs+].Br[CH2:26][CH2:27][O:28][CH3:29], predict the reaction product. The product is: [CH3:29][O:28][CH2:27][CH2:26][O:1][C:2]1[CH:3]=[C:4]2[C:8](=[CH:9][CH:10]=1)[N:7]([CH:11]1[CH2:16][CH2:15][CH2:14][CH2:13][O:12]1)[N:6]=[C:5]2[CH:17]=[O:18]. (8) Given the reactants [Br:1][C:2]1[CH:7]=[C:6](I)[CH:5]=[C:4]([Br:9])[C:3]=1[O:10][CH3:11].[NH:12]1[CH:16]=[C:15]([C:17]([O:19][CH3:20])=[O:18])[N:14]=[CH:13]1.C(=O)([O-])[O-].[Cs+].[Cs+], predict the reaction product. The product is: [Br:1][C:2]1[CH:7]=[C:6]([N:12]2[CH:16]=[C:15]([C:17]([O:19][CH3:20])=[O:18])[N:14]=[CH:13]2)[CH:5]=[C:4]([Br:9])[C:3]=1[O:10][CH3:11]. (9) Given the reactants [CH2:1]([N:8]1[C:16]2[C:15](=[O:17])[N:14]([CH2:18][CH2:19][CH2:20][O:21]C3CCCCO3)[C:13](=[O:28])[N:12](COCC[Si](C)(C)C)[C:11]=2[N:10]=[C:9]1[O:37][C:38]1[CH:43]=[CH:42][CH:41]=[C:40]([O:44][C:45]([F:48])([F:47])[F:46])[CH:39]=1)[C:2]1[CH:7]=[CH:6][CH:5]=[CH:4][CH:3]=1.Cl, predict the reaction product. The product is: [CH2:1]([N:8]1[C:16]2[C:15](=[O:17])[N:14]([CH2:18][CH2:19][CH2:20][OH:21])[C:13](=[O:28])[NH:12][C:11]=2[N:10]=[C:9]1[O:37][C:38]1[CH:43]=[CH:42][CH:41]=[C:40]([O:44][C:45]([F:46])([F:48])[F:47])[CH:39]=1)[C:2]1[CH:7]=[CH:6][CH:5]=[CH:4][CH:3]=1.